Dataset: Catalyst prediction with 721,799 reactions and 888 catalyst types from USPTO. Task: Predict which catalyst facilitates the given reaction. (1) Reactant: Br[C:2]1[C:3]([Cl:22])=[CH:4][C:5]([F:21])=[C:6]([S:8]([N:11]([C:13]2[CH:18]=[CH:17][CH:16]=[CH:15][C:14]=2[O:19][CH3:20])[CH3:12])(=[O:10])=[O:9])[CH:7]=1.B1(B2[O:27][C:26]([CH3:29])([CH3:28])[C:25]([CH3:31])([CH3:30])[O:24]2)[O:27][C:26]([CH3:29])([CH3:28])[C:25]([CH3:31])([CH3:30])[O:24]1.[C:41]([O-])(=O)C.[K+]. Product: [Cl:22][C:3]1[C:2]([CH:41]2[O:27][C:26]([CH3:29])([CH3:28])[C:25]([CH3:31])([CH3:30])[O:24]2)=[CH:7][C:6]([S:8]([N:11]([C:13]2[CH:18]=[CH:17][CH:16]=[CH:15][C:14]=2[O:19][CH3:20])[CH3:12])(=[O:10])=[O:9])=[C:5]([F:21])[CH:4]=1. The catalyst class is: 12. (2) Reactant: [F:1][C:2]1[CH:22]=[C:21]([F:23])[CH:20]=[CH:19][C:3]=1[O:4][C:5]1[CH2:9][N:8]([C@@H:10]([CH2:14][CH:15]([CH3:17])[CH3:16])[C:11]([OH:13])=O)[C:7](=[O:18])[CH:6]=1.C(N(CC)C(C)C)(C)C.F[P-](F)(F)(F)(F)F.N1(O[P+](N(C)C)(N(C)C)N(C)C)C2C=CC=CC=2N=N1.[CH3:60][C:61]1([CH3:73])[O:65][C@H:64]([CH2:66][N:67]2[CH:71]=[CH:70][C:69]([NH2:72])=[N:68]2)[CH2:63][O:62]1. Product: [CH3:60][C:61]1([CH3:73])[O:65][C@H:64]([CH2:66][N:67]2[CH:71]=[CH:70][C:69]([NH:72][C:11](=[O:13])[C@@H:10]([N:8]3[CH2:9][C:5]([O:4][C:3]4[CH:19]=[CH:20][C:21]([F:23])=[CH:22][C:2]=4[F:1])=[CH:6][C:7]3=[O:18])[CH2:14][CH:15]([CH3:17])[CH3:16])=[N:68]2)[CH2:63][O:62]1. The catalyst class is: 42. (3) Reactant: [Br:1][C:2]1[CH:7]=[CH:6][C:5]([CH:8]2[C:14](=[O:15])[CH:13]3[CH2:16][CH:10]([CH2:11][CH2:12]3)[C:9]2=[O:17])=[C:4]([CH3:18])[CH:3]=1.[C:19](=O)([O-])[O-].[K+].[K+].IC. Product: [Br:1][C:2]1[CH:7]=[CH:6][C:5]([C:8]2[C:14](=[O:15])[CH:13]3[CH2:16][CH:10]([C:9]=2[O:17][CH3:19])[CH2:11][CH2:12]3)=[C:4]([CH3:18])[CH:3]=1. The catalyst class is: 21. (4) Product: [Cl:7][C:8]1[N:13]=[CH:12][N:11]=[C:10]([O:14][C:15]2[CH:16]=[C:17]3[C:22](=[CH:23][CH:24]=2)[C:1]([C:2]([Cl:4])=[O:3])=[N:20][CH:19]=[CH:18]3)[CH:9]=1. Reactant: [C:1](Cl)(=O)[C:2]([Cl:4])=[O:3].[Cl:7][C:8]1[N:13]=[CH:12][N:11]=[C:10]([O:14][C:15]2[CH:16]=[C:17]3[C:22](=[CH:23][CH:24]=2)C(C(O)=O)=[N:20][CH:19]=[CH:18]3)[CH:9]=1.CN(C=O)C. The catalyst class is: 2. (5) Reactant: [C:1]([C:4]1[C:22](=[O:23])[C@@:8]2([CH3:24])[C:9]3[C:15]([OH:16])=[CH:14][C:13]([O:17][CH3:18])=[C:12]([C:19]([NH2:21])=[O:20])[C:10]=3[O:11][C:7]2=[CH:6][C:5]=1[OH:25])(=[O:3])[CH3:2].[F:26][C:27]1[C:32]([CH:33]=O)=[C:31]([F:35])[C:30]([F:36])=[C:29]([F:37])[C:28]=1[F:38].C([SiH](CC)CC)C.FC(F)(F)C(O)=O. Product: [C:1]([C:4]1[C:22](=[O:23])[C@@:8]2([CH3:24])[C:9]3[C:15]([OH:16])=[CH:14][C:13]([O:17][CH3:18])=[C:12]([C:19]([NH:21][CH2:33][C:32]4[C:31]([F:35])=[C:30]([F:36])[C:29]([F:37])=[C:28]([F:38])[C:27]=4[F:26])=[O:20])[C:10]=3[O:11][C:7]2=[CH:6][C:5]=1[OH:25])(=[O:3])[CH3:2]. The catalyst class is: 11. (6) The catalyst class is: 5. Reactant: [CH3:1][NH2:2].[CH3:3][C:4]1([CH3:17])[CH2:8][O:7][C:6](=[O:9])[C@@H:5]1[O:10][CH:11]1[CH2:16][CH2:15][CH2:14][CH2:13][O:12]1. Product: [OH:7][CH2:8][C:4]([CH3:17])([CH3:3])[C@@H:5]([O:10][CH:11]1[CH2:16][CH2:15][CH2:14][CH2:13][O:12]1)[C:6]([NH:2][CH3:1])=[O:9].